From a dataset of Full USPTO retrosynthesis dataset with 1.9M reactions from patents (1976-2016). Predict the reactants needed to synthesize the given product. Given the product [CH:5]1([CH2:10][C:11]([C:18]2[CH:19]=[CH:20][C:15]([CH3:21])=[CH:16][CH:17]=2)=[O:12])[CH2:9][CH2:8][CH2:7][CH2:6]1, predict the reactants needed to synthesize it. The reactants are: [Cl-].[Cl-].[Cl-].[Al+3].[CH:5]1([CH2:10][C:11](Cl)=[O:12])[CH2:9][CH2:8][CH2:7][CH2:6]1.O.[C:15]1([CH3:21])[CH:20]=[CH:19][CH:18]=[CH:17][CH:16]=1.